From a dataset of Forward reaction prediction with 1.9M reactions from USPTO patents (1976-2016). Predict the product of the given reaction. (1) Given the reactants [C:1](N1C=CN=C1)([N:3]1C=CN=C1)=[S:2].[Cl:13][C:14]1[C:15]([N:20]2[CH2:25][CH2:24][NH:23][CH2:22][CH2:21]2)=[N:16][CH:17]=[CH:18][CH:19]=1.N, predict the reaction product. The product is: [Cl:13][C:14]1[C:15]([N:20]2[CH2:21][CH2:22][N:23]([C:1](=[S:2])[NH2:3])[CH2:24][CH2:25]2)=[N:16][CH:17]=[CH:18][CH:19]=1. (2) Given the reactants C([O:8][C:9]1[CH:14]=[CH:13][C:12]([N:15]2[C:19]([CH3:20])=[C:18]([C:21]([NH:23][CH:24]3[CH2:29][CH2:28][CH2:27][CH:26]([OH:30])[CH2:25]3)=[O:22])[N:17]=[C:16]2[C:31]2[CH:36]=[CH:35][C:34]([Cl:37])=[CH:33][C:32]=2[Cl:38])=[CH:11][CH:10]=1)C1C=CC=CC=1.CSC.B(F)(F)F.CCOCC.B(F)(F)F, predict the reaction product. The product is: [Cl:38][C:32]1[CH:33]=[C:34]([Cl:37])[CH:35]=[CH:36][C:31]=1[C:16]1[N:15]([C:12]2[CH:11]=[CH:10][C:9]([OH:8])=[CH:14][CH:13]=2)[C:19]([CH3:20])=[C:18]([C:21]([NH:23][CH:24]2[CH2:29][CH2:28][CH2:27][CH:26]([OH:30])[CH2:25]2)=[O:22])[N:17]=1. (3) Given the reactants [O:1]1[C:5]2([CH2:10][CH2:9][N:8]([S:11]([C:14]3[CH:19]=[CH:18][C:17]([CH2:20][NH2:21])=[CH:16][CH:15]=3)(=[O:13])=[O:12])[CH2:7][CH2:6]2)[O:4][CH2:3][CH2:2]1.N1C=CC=CC=1.[Cl:28][C:29]1[CH:37]=[CH:36][C:32]([C:33](Cl)=[O:34])=[CH:31][CH:30]=1.CN(C1C=CC=CN=1)C.C(Cl)(=O)C1C=CC=CC=1, predict the reaction product. The product is: [Cl:28][C:29]1[CH:37]=[CH:36][C:32]([C:33]([NH:21][CH2:20][C:17]2[CH:18]=[CH:19][C:14]([S:11]([N:8]3[CH2:7][CH2:6][C:5]4([O:4][CH2:3][CH2:2][O:1]4)[CH2:10][CH2:9]3)(=[O:13])=[O:12])=[CH:15][CH:16]=2)=[O:34])=[CH:31][CH:30]=1. (4) The product is: [Br:9][C:4]1[N:3]=[C:2]2[S:15][C:14]([NH:13][C:10](=[O:12])[CH3:11])=[N:8][C:7]2=[CH:6][CH:5]=1. Given the reactants Br[C:2]1[C:7]([NH2:8])=[CH:6][CH:5]=[C:4]([Br:9])[N:3]=1.[C:10]([N:13]=[C:14]=[S:15])(=[O:12])[CH3:11].O, predict the reaction product. (5) Given the reactants [C:1]([C:5]1[CH:6]=[C:7]([C:10]([O:13][CH3:14])=[CH:11][N:12]=1)[C:8]#N)([CH3:4])([CH3:3])[CH3:2].[OH-:15].[Na+].S(=O)(=O)(O)[OH:18], predict the reaction product. The product is: [C:1]([C:5]1[CH:6]=[C:7]([C:10]([O:13][CH3:14])=[CH:11][N:12]=1)[C:8]([OH:18])=[O:15])([CH3:4])([CH3:3])[CH3:2].